This data is from Catalyst prediction with 721,799 reactions and 888 catalyst types from USPTO. The task is: Predict which catalyst facilitates the given reaction. (1) Reactant: [CH3:1][C:2]1[CH:7]=[C:6]([N+:8]([O-:10])=[O:9])[CH:5]=[CH:4][C:3]=1[S:11]([CH3:13])=[O:12].[N-:14]=[N+]=[N-].[Na+].S(=O)(=O)(O)O.O. Product: [CH3:1][C:2]1[CH:7]=[C:6]([N+:8]([O-:10])=[O:9])[CH:5]=[CH:4][C:3]=1[S:11]([CH3:13])(=[NH:14])=[O:12]. The catalyst class is: 22. (2) Reactant: Cl.[CH3:2][O:3][C:4](=[O:7])[CH2:5][NH2:6].[CH2:8]=[C:9]1[O:13][C:11](=[O:12])[CH2:10]1.C([O-])(O)=O.[Na+]. Product: [O:13]=[C:9]([CH3:8])[CH2:10][C:11]([NH:6][CH2:5][C:4]([O:3][CH3:2])=[O:7])=[O:12]. The catalyst class is: 11. (3) Reactant: [OH:1][C:2]([C:34]1[CH:39]=[CH:38][CH:37]=[CH:36][CH:35]=1)([C:28]1[CH:33]=[CH:32][CH:31]=[CH:30][CH:29]=1)[CH:3]1[CH2:8][CH2:7][N:6]([CH2:9][CH2:10][CH2:11][C:12]([C:14]2[CH:19]=[CH:18][C:17]([C:20]([CH3:27])([CH3:26])[C:21]([O:23]CC)=[O:22])=[CH:16][CH:15]=2)=[O:13])[CH2:5][CH2:4]1.[OH-].[Na+].[BH4-].[Na+].CC(C)=O.[ClH:48]. Product: [OH2:1].[ClH:48].[OH:1][C:2]([C:34]1[CH:35]=[CH:36][CH:37]=[CH:38][CH:39]=1)([C:28]1[CH:29]=[CH:30][CH:31]=[CH:32][CH:33]=1)[CH:3]1[CH2:8][CH2:7][N:6]([CH2:9][CH2:10][CH2:11][CH:12]([C:14]2[CH:19]=[CH:18][C:17]([C:20]([CH3:27])([CH3:26])[C:21]([OH:23])=[O:22])=[CH:16][CH:15]=2)[OH:13])[CH2:5][CH2:4]1. The catalyst class is: 72. (4) Reactant: [Br:1][C:2]1[CH:10]=[CH:9][C:5](NCC)=[CH:4][CH:3]=1.[C:11]([NH:18][CH2:19][C:20]([OH:22])=O)([O:13][C:14]([CH3:17])([CH3:16])[CH3:15])=[O:12].Cl.[CH2:24]([N:26]=C=NCCCN(C)C)[CH3:25].C(=O)([O-])O.[Na+]. Product: [Br:1][C:2]1[CH:3]=[CH:4][C:5]([CH:19]([NH:18][C:11](=[O:12])[O:13][C:14]([CH3:15])([CH3:16])[CH3:17])[C:20]([NH:26][CH2:24][CH3:25])=[O:22])=[CH:9][CH:10]=1. The catalyst class is: 300. (5) Reactant: [CH2:1]([C:5]1[N:9]([CH2:10][C:11]2[CH:16]=[CH:15][C:14]([C:17]3[C:18]([C:23]#[N:24])=[CH:19][CH:20]=[CH:21][CH:22]=3)=[CH:13][CH:12]=2)[C:8](=[O:25])[NH:7][N:6]=1)[CH2:2][CH2:3][CH3:4].CN(C)C=O.[H-].[Na+].Br[CH2:34][CH2:35][C:36]1[CH:41]=[CH:40][CH:39]=[CH:38][CH:37]=1. Product: [CH2:1]([C:5]1[N:9]([CH2:10][C:11]2[CH:16]=[CH:15][C:14]([C:17]3[C:18]([C:23]#[N:24])=[CH:19][CH:20]=[CH:21][CH:22]=3)=[CH:13][CH:12]=2)[C:8](=[O:25])[N:7]([CH2:34][CH2:35][C:36]2[CH:41]=[CH:40][CH:39]=[CH:38][CH:37]=2)[N:6]=1)[CH2:2][CH2:3][CH3:4]. The catalyst class is: 13.